From a dataset of Tyrosyl-DNA phosphodiesterase HTS with 341,365 compounds. Binary Classification. Given a drug SMILES string, predict its activity (active/inactive) in a high-throughput screening assay against a specified biological target. (1) The molecule is Cl\C(CN1CC(N(C2CCCCC2)CC1)CCO)=C/c1ccccc1. The result is 0 (inactive). (2) The molecule is O=C1N(C(=O)NC21C(CCCC2)C)CC(=O)N(Cc1ccccc1)c1cc(ccc1)C. The result is 0 (inactive).